Dataset: Reaction yield outcomes from USPTO patents with 853,638 reactions. Task: Predict the reaction yield, written as a fraction of the theoretical maximum amount of product (1.0 means a 100% yield; for example, 0.34 means a 34% yield). (1) The product is [F:22][CH:2]([F:1])[O:3][C:4]1[C:9]2[O:10][C:11]3[CH:16]=[CH:15][C:14]([N+:17]([O-:19])=[O:18])=[CH:13][C:12]=3[C:8]=2[C:7]([C:20]([OH:25])=[O:21])=[CH:6][CH:5]=1. The yield is -0.819. The catalyst is CC(C)=O.O. The reactants are [F:1][CH:2]([F:22])[O:3][C:4]1[C:9]2[O:10][C:11]3[CH:16]=[CH:15][C:14]([N+:17]([O-:19])=[O:18])=[CH:13][C:12]=3[C:8]=2[C:7]([CH:20]=[O:21])=[CH:6][CH:5]=1.S(=O)(=O)([OH:25])N.Cl([O-])=O.[Na+]. (2) The reactants are F.F.F.C(N(CC)CC)C.[Si]([O:28][CH2:29][C@H:30]1[O:34][C@@H:33]([N:35]2[CH:42]=[C:41]([CH3:43])[C:39](=[O:40])[NH:38][C:36]2=[O:37])[C@H:32]([O:44][CH2:45][CH2:46][O:47][N:48]([CH3:50])[CH3:49])[C@@H:31]1[OH:51])(C(C)(C)C)(C1C=CC=CC=1)C1C=CC=CC=1.CO. The catalyst is C1COCC1.C(Cl)Cl. The product is [CH3:49][N:48]([CH3:50])[O:47][CH2:46][CH2:45][O:44][C@@H:32]1[C@H:31]([OH:51])[C@@H:30]([CH2:29][OH:28])[O:34][C@H:33]1[N:35]1[CH:42]=[C:41]([CH3:43])[C:39](=[O:40])[NH:38][C:36]1=[O:37]. The yield is 0.925. (3) The reactants are [NH:1]([C:3]1[CH:8]=[C:7]([C:9]#[N:10])[CH:6]=[CH:5][N:4]=1)[NH2:2].O=[C:12]([CH2:19][C:20]1[CH:25]=[CH:24][CH:23]=[CH:22][CH:21]=1)[CH2:13][C:14](OCC)=[O:15]. No catalyst specified. The product is [CH2:19]([C:12]1[CH:13]=[C:14]([OH:15])[N:1]([C:3]2[CH:8]=[C:7]([C:9]#[N:10])[CH:6]=[CH:5][N:4]=2)[N:2]=1)[C:20]1[CH:25]=[CH:24][CH:23]=[CH:22][CH:21]=1. The yield is 0.530.